From a dataset of Catalyst prediction with 721,799 reactions and 888 catalyst types from USPTO. Predict which catalyst facilitates the given reaction. Reactant: [NH2:1][CH:2]([CH3:12])[CH2:3][NH:4][C:5](=[O:11])[O:6][C:7]([CH3:10])([CH3:9])[CH3:8].[OH:13][C:14]1[CH:22]=[CH:21][CH:20]=[CH:19][C:15]=1[C:16](O)=[O:17].N1C=CN=C1.C1CCC(N=C=NC2CCCCC2)CC1. Product: [OH:13][C:14]1[CH:22]=[CH:21][CH:20]=[CH:19][C:15]=1[C:16]([NH:1][CH:2]([CH3:12])[CH2:3][NH:4][C:5](=[O:11])[O:6][C:7]([CH3:8])([CH3:10])[CH3:9])=[O:17]. The catalyst class is: 25.